Task: Predict the product of the given reaction.. Dataset: Forward reaction prediction with 1.9M reactions from USPTO patents (1976-2016) (1) Given the reactants [CH3:1][C:2](=[N:4][C@@H:5]1[CH2:9][CH2:8][N:7]([C:10]([O:12][C:13]([CH3:16])([CH3:15])[CH3:14])=[O:11])[CH2:6]1)[CH3:3], predict the reaction product. The product is: [CH:2]([NH:4][C@@H:5]1[CH2:9][CH2:8][N:7]([C:10]([O:12][C:13]([CH3:15])([CH3:14])[CH3:16])=[O:11])[CH2:6]1)([CH3:3])[CH3:1]. (2) Given the reactants [NH2:1][C@H:2]([C:15]([N:17]1[CH2:63][CH2:62][CH2:61][C@H:18]1[C:19]([N:21]1[CH2:60][CH2:59][CH2:58][C@H:22]1[C:23]([NH:25][C@H:26]([C:52]([C:54]([CH3:57])([CH3:56])[CH3:55])=[O:53])[CH2:27][CH2:28][CH2:29][NH:30][C:31](=[NH:51])[NH:32][S:33]([C:36]1[C:49]([CH3:50])=[C:47]([CH3:48])[C:46]2[O:45][C:42]([CH3:44])([CH3:43])[CH2:41][CH2:40][C:39]=2[C:37]=1[CH3:38])(=[O:35])=[O:34])=[O:24])=[O:20])=[O:16])[CH2:3][CH2:4][CH2:5][CH2:6][NH:7][C:8]([O:10][C:11]([CH3:14])([CH3:13])[CH3:12])=[O:9].[NH:64]([C:76]([O:78][CH2:79][CH:80]1[C:92]2[C:87](=[CH:88][CH:89]=[CH:90][CH:91]=2)[C:86]2[C:81]1=[CH:82][CH:83]=[CH:84][CH:85]=2)=[O:77])[C@H:65]([C:73](O)=[O:74])[C@@H:66]([CH3:72])[O:67][C:68]([CH3:71])([CH3:70])[CH3:69].CN(C(ON1N=NC2C=CC=NC1=2)=[N+](C)C)C.F[P-](F)(F)(F)(F)F.CCN(C(C)C)C(C)C, predict the reaction product. The product is: [NH:64]([C:76]([O:78][CH2:79][CH:80]1[C:92]2[C:87](=[CH:88][CH:89]=[CH:90][CH:91]=2)[C:86]2[C:81]1=[CH:82][CH:83]=[CH:84][CH:85]=2)=[O:77])[C@H:65]([C:73]([NH:1][C@H:2]([C:15]([N:17]1[CH2:63][CH2:62][CH2:61][C@H:18]1[C:19]([N:21]1[CH2:60][CH2:59][CH2:58][C@H:22]1[C:23]([NH:25][C@H:26]([C:52]([C:54]([CH3:55])([CH3:57])[CH3:56])=[O:53])[CH2:27][CH2:28][CH2:29][NH:30][C:31](=[NH:51])[NH:32][S:33]([C:36]1[C:49]([CH3:50])=[C:47]([CH3:48])[C:46]2[O:45][C:42]([CH3:43])([CH3:44])[CH2:41][CH2:40][C:39]=2[C:37]=1[CH3:38])(=[O:35])=[O:34])=[O:24])=[O:20])=[O:16])[CH2:3][CH2:4][CH2:5][CH2:6][NH:7][C:8]([O:10][C:11]([CH3:13])([CH3:12])[CH3:14])=[O:9])=[O:74])[C@@H:66]([CH3:72])[O:67][C:68]([CH3:70])([CH3:71])[CH3:69]. (3) Given the reactants [I-:1].[CH3:2][C:3]1[SH+:4][CH:5]=[CH:6][CH:7]=[CH:8][CH:9]=[CH:10][CH:11]=1.CI, predict the reaction product. The product is: [IH:1].[I-:1].[CH3:2][C:3]1[SH+:4][CH:5]=[CH:6][CH:7]=[CH:8][CH:9]=[CH:10][CH:11]=1. (4) Given the reactants [CH3:1][C:2]1[O:6][N:5]=[C:4]([C:7]2[CH:12]=[CH:11][CH:10]=[CH:9][CH:8]=2)[C:3]=1[CH2:13][O:14][C:15]1[N:20]=[N:19][C:18]([NH2:21])=[CH:17][CH:16]=1.[C:22](Cl)(=[O:29])[C:23]1[CH:28]=[CH:27][CH:26]=[CH:25][CH:24]=1, predict the reaction product. The product is: [CH3:1][C:2]1[O:6][N:5]=[C:4]([C:7]2[CH:8]=[CH:9][CH:10]=[CH:11][CH:12]=2)[C:3]=1[CH2:13][O:14][C:15]1[N:20]=[N:19][C:18]([NH:21][C:22](=[O:29])[C:23]2[CH:28]=[CH:27][CH:26]=[CH:25][CH:24]=2)=[CH:17][CH:16]=1.